Dataset: Reaction yield outcomes from USPTO patents with 853,638 reactions. Task: Predict the reaction yield, written as a fraction of the theoretical maximum amount of product (1.0 means a 100% yield; for example, 0.34 means a 34% yield). (1) The reactants are Br[C:2]1[CH:3]=[C:4]2[C:9](=[CH:10][CH:11]=1)[N:8]=[CH:7][C:6]([C:12]([CH:14]1[CH2:16][CH2:15]1)=[O:13])=[C:5]2[N:17]1[CH2:22][CH2:21][CH:20]([CH2:23][N:24]2[CH2:28][CH2:27][CH2:26][CH2:25]2)[CH2:19][CH2:18]1.[F:29][C:30]1[CH:35]=[C:34](B2OC(C)(C)C(C)(C)O2)[CH:33]=[C:32]([O:45][CH3:46])[C:31]=1[OH:47]. No catalyst specified. The product is [CH:14]1([C:12]([C:6]2[CH:7]=[N:8][C:9]3[C:4]([C:5]=2[N:17]2[CH2:22][CH2:21][CH:20]([CH2:23][N:24]4[CH2:28][CH2:27][CH2:26][CH2:25]4)[CH2:19][CH2:18]2)=[CH:3][C:2]([C:34]2[CH:33]=[C:32]([O:45][CH3:46])[C:31]([OH:47])=[C:30]([F:29])[CH:35]=2)=[CH:11][CH:10]=3)=[O:13])[CH2:15][CH2:16]1. The yield is 0.520. (2) The reactants are [F:1][C:2]1[C:3]([C:32]2[C:40]3[C:35](=[CH:36][CH:37]=[CH:38][CH:39]=3)[N:34](S(C3C=CC=CC=3)(=O)=O)[CH:33]=2)=[N:4][C:5]([NH:8][C@@H:9]2[CH2:14][CH2:13][CH2:12][C@H:11]([NH:15][C:16]([C:18]3[CH:23]=[CH:22][C:21]([NH:24][C:25](=[O:31])[O:26][C:27]([CH3:30])([CH3:29])[CH3:28])=[CH:20][CH:19]=3)=[O:17])[CH2:10]2)=[N:6][CH:7]=1.[OH-].[Na+].O. The catalyst is O1CCOCC1. The product is [F:1][C:2]1[C:3]([C:32]2[C:40]3[C:35](=[CH:36][CH:37]=[CH:38][CH:39]=3)[NH:34][CH:33]=2)=[N:4][C:5]([NH:8][C@@H:9]2[CH2:14][CH2:13][CH2:12][C@H:11]([NH:15][C:16]([C:18]3[CH:19]=[CH:20][C:21]([NH:24][C:25](=[O:31])[O:26][C:27]([CH3:30])([CH3:29])[CH3:28])=[CH:22][CH:23]=3)=[O:17])[CH2:10]2)=[N:6][CH:7]=1. The yield is 0.850. (3) The reactants are [F:1][C:2]1[CH:7]=[C:6]([I:8])[CH:5]=[CH:4][C:3]=1[NH:9][C:10]1[N:11]([CH3:27])[C:12](=[O:26])[C:13]([CH3:25])=[CH:14][C:15]=1[C:16]([NH:18][O:19][CH2:20][CH2:21][O:22]C=C)=[O:17].Cl.[OH-].[Na+]. The catalyst is C(O)C.CCOC(C)=O.O. The product is [F:1][C:2]1[CH:7]=[C:6]([I:8])[CH:5]=[CH:4][C:3]=1[NH:9][C:10]1[N:11]([CH3:27])[C:12](=[O:26])[C:13]([CH3:25])=[CH:14][C:15]=1[C:16]([NH:18][O:19][CH2:20][CH2:21][OH:22])=[O:17]. The yield is 0.760. (4) The reactants are Cl[C:2]([O:4][CH2:5][C:6]1[CH:11]=[CH:10][CH:9]=[CH:8][CH:7]=1)=[O:3].[NH:12]1[CH2:16][CH2:15][CH2:14][CH:13]1[C:17]([OH:19])=[O:18].Cl. The catalyst is [OH-].[Na+]. The product is [CH2:5]([O:4][C:2]([N:12]1[CH2:16][CH2:15][CH2:14][CH:13]1[C:17]([OH:19])=[O:18])=[O:3])[C:6]1[CH:11]=[CH:10][CH:9]=[CH:8][CH:7]=1. The yield is 0.890.